Dataset: Peptide-MHC class I binding affinity with 185,985 pairs from IEDB/IMGT. Task: Regression. Given a peptide amino acid sequence and an MHC pseudo amino acid sequence, predict their binding affinity value. This is MHC class I binding data. (1) The peptide sequence is VGSQGENQLY. The MHC is HLA-A23:01 with pseudo-sequence HLA-A23:01. The binding affinity (normalized) is 0. (2) The peptide sequence is VSIRGSHHK. The MHC is HLA-B08:03 with pseudo-sequence HLA-B08:03. The binding affinity (normalized) is 0.0847. (3) The binding affinity (normalized) is 0.655. The peptide sequence is ELRKRNEAL. The MHC is HLA-B08:01 with pseudo-sequence HLA-B08:01. (4) The peptide sequence is VPVWKEATTTL. The MHC is HLA-A02:03 with pseudo-sequence HLA-A02:03. The binding affinity (normalized) is 0.0250. (5) The peptide sequence is GTSVIRSNI. The MHC is HLA-A02:03 with pseudo-sequence HLA-A02:03. The binding affinity (normalized) is 0.649.